Predict the product of the given reaction. From a dataset of Forward reaction prediction with 1.9M reactions from USPTO patents (1976-2016). (1) Given the reactants FC(F)(F)S(OS(C(F)(F)F)(=O)=O)(=O)=O.[CH2:16]([O:18][C:19]1[CH:20]=[C:21]([C@@H:27]2[C@H:32]([NH:33][C:34](=O)[C:35]3[CH:49]=[CH:48][C:38]([C:39]([N:41]([CH:45]([CH3:47])[CH3:46])[CH:42]([CH3:44])[CH3:43])=[O:40])=[CH:37][CH:36]=3)[CH2:31][CH2:30][O:29][CH2:28]2)[CH:22]=[CH:23][C:24]=1[O:25][CH3:26])[CH3:17].CO.C(N(CC)CC)C, predict the reaction product. The product is: [CH2:16]([O:18][C:19]1[CH:20]=[C:21]2[C:22](=[CH:23][C:24]=1[O:25][CH3:26])[C:34]([C:35]1[CH:49]=[CH:48][C:38]([C:39]([N:41]([CH:45]([CH3:47])[CH3:46])[CH:42]([CH3:44])[CH3:43])=[O:40])=[CH:37][CH:36]=1)=[N:33][C@H:32]1[C@@H:27]2[CH2:28][O:29][CH2:30][CH2:31]1)[CH3:17]. (2) Given the reactants [O:1]1[CH2:5][CH2:4][CH2:3][C@@H:2]1[C:6]([OH:8])=O.S(Cl)(Cl)=O.[C:13]([N:20]1[CH2:25][CH2:24][NH:23][CH2:22][CH2:21]1)([O:15][C:16]([CH3:19])([CH3:18])[CH3:17])=[O:14].[OH-].[Na+], predict the reaction product. The product is: [O:1]1[CH2:5][CH2:4][CH2:3][C@@H:2]1[C:6]([N:23]1[CH2:22][CH2:21][N:20]([C:13]([O:15][C:16]([CH3:19])([CH3:18])[CH3:17])=[O:14])[CH2:25][CH2:24]1)=[O:8]. (3) Given the reactants Br[C:2]1[CH:11]=[CH:10][C:9]2[C:4](=[CH:5][CH:6]=[CH:7][CH:8]=2)[C:3]=1[C:12]1[C:21]2[C:16](=[CH:17][CH:18]=[CH:19][CH:20]=2)[CH:15]=[CH:14][C:13]=1Br.O1CCCC1.CCCCCC.C([Li])CCC.[F:39][C:40]1[C:45](F)=[C:44](F)[C:43]([F:48])=[C:42]([F:49])[C:41]=1[F:50], predict the reaction product. The product is: [F:39][C:40]1[C:45]2[C:44](=[C:8]3[C:3](=[C:12]4[C:13]=2[CH:14]=[CH:15][C:16]2[CH:17]=[CH:18][CH:19]=[CH:20][C:21]4=2)[C:2]2[CH:11]=[CH:10][CH:9]=[CH:4][C:5]=2[CH:6]=[CH:7]3)[C:43]([F:48])=[C:42]([F:49])[C:41]=1[F:50]. (4) Given the reactants S(Cl)(Cl)=O.[C:5]([N:8]1[CH2:13][CH2:12][CH2:11][CH:10]([C:14]([OH:16])=O)[CH2:9]1)(=[O:7])[CH3:6].[Cl-].[Al+3].[Cl-].[Cl-].[F:21][C:22]1[CH:27]=[CH:26][CH:25]=[CH:24][CH:23]=1, predict the reaction product. The product is: [C:5]([N:8]1[CH2:13][CH2:12][CH2:11][CH:10]([C:14]([C:25]2[CH:26]=[CH:27][C:22]([F:21])=[CH:23][CH:24]=2)=[O:16])[CH2:9]1)(=[O:7])[CH3:6]. (5) The product is: [OH:28][C@@:14]([C@@H:10]1[CH2:11][CH2:12][CH2:13][N:8]([C:6]([O:5][C:1]([CH3:4])([CH3:2])[CH3:3])=[O:7])[CH2:9]1)([C:15]1[CH:20]=[CH:19][CH:18]=[CH:17][C:16]=1[O:21][C:22]1[CH:23]=[CH:24][CH:25]=[CH:26][CH:27]=1)[CH2:34][CH2:33][CH2:32][CH2:31][O:30][CH3:29]. Given the reactants [C:1]([O:5][C:6]([N:8]1[CH2:13][CH2:12][CH2:11][C@@H:10]([C:14](=[O:28])[C:15]2[CH:20]=[CH:19][CH:18]=[CH:17][C:16]=2[O:21][C:22]2[CH:27]=[CH:26][CH:25]=[CH:24][CH:23]=2)[CH2:9]1)=[O:7])([CH3:4])([CH3:3])[CH3:2].[CH3:29][O:30][CH2:31][CH2:32][CH2:33][CH2:34][Mg]Cl, predict the reaction product. (6) Given the reactants [OH2:1].NN.C([O:14][C:15]1C=C(CN)C=CC=1)CCCCCCCCC.C(OC1C=C(C=CC=1)CN1[C:42](=[O:43])[C:41]2=[CH:44][CH:45]=[CH:46][CH:47]=[C:40]2[C:39]1=[O:48])CCCCCCCCC, predict the reaction product. The product is: [CH:45]1[CH:44]=[C:41]2[C:42]([C:15]([OH:14])([OH:1])[C:39](=[O:48])[C:40]2=[CH:47][CH:46]=1)=[O:43].